Dataset: Reaction yield outcomes from USPTO patents with 853,638 reactions. Task: Predict the reaction yield, written as a fraction of the theoretical maximum amount of product (1.0 means a 100% yield; for example, 0.34 means a 34% yield). The reactants are [CH3:1][O:2][C:3]([C:5]1[CH:13]=[C:12]2[C:8]([C:9]([CH:39]3[CH2:44][CH2:43][CH2:42][CH2:41][CH2:40]3)=[C:10]([C:14]3[CH:15]=[C:16]4[C:21](=[CH:22][CH:23]=3)[N:20]=[C:19]([C:24]3[CH:29]=[C:28]([O:30][CH3:31])[CH:27]=[CH:26][C:25]=3[C:32]3[CH:37]=[CH:36][C:35]([Cl:38])=[CH:34][CH:33]=3)[CH:18]=[CH:17]4)[NH:11]2)=[CH:7][CH:6]=1)=[O:4].Br[CH2:46][O:47][C:48](=[O:50])[CH3:49].[H-].[Na+]. The catalyst is CN(C=O)C. The product is [CH3:1][O:2][C:3]([C:5]1[CH:13]=[C:12]2[C:8]([C:9]([CH:39]3[CH2:44][CH2:43][CH2:42][CH2:41][CH2:40]3)=[C:10]([C:14]3[CH:15]=[C:16]4[C:21](=[CH:22][CH:23]=3)[N:20]=[C:19]([C:24]3[CH:29]=[C:28]([O:30][CH3:31])[CH:27]=[CH:26][C:25]=3[C:32]3[CH:33]=[CH:34][C:35]([Cl:38])=[CH:36][CH:37]=3)[CH:18]=[CH:17]4)[N:11]2[CH2:49][C:48]([O:47][CH3:46])=[O:50])=[CH:7][CH:6]=1)=[O:4]. The yield is 0.390.